Dataset: Full USPTO retrosynthesis dataset with 1.9M reactions from patents (1976-2016). Task: Predict the reactants needed to synthesize the given product. Given the product [C:29]([C@@H:6]([NH:7][C:8]([C@@H:10]1[CH2:15][CH2:14][CH2:13][CH2:12][C@@H:11]1[NH:16][C:17]([C:19]1[N:20]([CH3:28])[C:21]2[C:26]([CH:27]=1)=[CH:25][CH:24]=[CH:23][CH:22]=2)=[O:18])=[O:9])[CH2:5][CH2:4][C:3]([OH:31])=[O:2])#[N:30], predict the reactants needed to synthesize it. The reactants are: C[O:2][C:3](=[O:31])[CH2:4][CH2:5][C@@H:6]([C:29]#[N:30])[NH:7][C:8]([C@@H:10]1[CH2:15][CH2:14][CH2:13][CH2:12][C@@H:11]1[NH:16][C:17]([C:19]1[N:20]([CH3:28])[C:21]2[C:26]([CH:27]=1)=[CH:25][CH:24]=[CH:23][CH:22]=2)=[O:18])=[O:9].O.[OH-].[Li+].Cl.